This data is from Reaction yield outcomes from USPTO patents with 853,638 reactions. The task is: Predict the reaction yield, written as a fraction of the theoretical maximum amount of product (1.0 means a 100% yield; for example, 0.34 means a 34% yield). (1) The reactants are Br[C:2]1[CH:3]=[N:4][CH:5]=[C:6]([Br:8])[CH:7]=1.[CH3:9][CH:10]([OH:14])[CH2:11][CH:12]=[CH2:13].C1(C)C=CC=CC=1P(C1C=CC=CC=1C)C1C=CC=CC=1C.C(N(CC)CC)C. The catalyst is O.C([O-])(=O)C.[Pd+2].C([O-])(=O)C.C(#N)C. The product is [Br:8][C:6]1[CH:7]=[C:2](/[CH:13]=[CH:12]/[CH2:11][CH:10]([OH:14])[CH3:9])[CH:3]=[N:4][CH:5]=1. The yield is 0.340. (2) The reactants are [Cl:1][C:2]1[N:3]([C@@H:17]2[O:23][C@H:22]([CH2:24][O:25]C(=O)C)[C@@H:20]([OH:21])[C@H:18]2[OH:19])[C:4]2[C:9]([C:10]=1[C:11](=[O:14])[CH2:12][CH3:13])=[CH:8][C:7]([Cl:15])=[C:6]([Cl:16])[CH:5]=2.C[O-].[Na+]. The catalyst is CO.CO.C(Cl)(Cl)Cl. The product is [Cl:1][C:2]1[N:3]([C@@H:17]2[O:23][C@H:22]([CH2:24][OH:25])[C@@H:20]([OH:21])[C@H:18]2[OH:19])[C:4]2[C:9]([C:10]=1[C:11](=[O:14])[CH2:12][CH3:13])=[CH:8][C:7]([Cl:15])=[C:6]([Cl:16])[CH:5]=2. The yield is 0.810. (3) The reactants are [OH:1][CH2:2][C@H:3]1[CH2:8][CH2:7][C@H:6]([CH2:9][N:10]([CH3:24])[S:11]([C:14]2[CH:19]=[CH:18][C:17]([C:20]([F:23])([F:22])[F:21])=[CH:16][CH:15]=2)(=[O:13])=[O:12])[CH2:5][CH2:4]1.ClCCl.[Br:28][CH2:29]/[CH:30]=[CH:31]/[CH2:32]Br.[OH-].[Na+]. The catalyst is S([O-])(O)(=O)=O.C([N+](CCCC)(CCCC)CCCC)CCC.O. The product is [Br:28][CH2:29]/[CH:30]=[CH:31]/[CH2:32][O:1][CH2:2][C@H:3]1[CH2:8][CH2:7][C@H:6]([CH2:9][N:10]([CH3:24])[S:11]([C:14]2[CH:19]=[CH:18][C:17]([C:20]([F:23])([F:21])[F:22])=[CH:16][CH:15]=2)(=[O:13])=[O:12])[CH2:5][CH2:4]1. The yield is 0.696. (4) The reactants are Cl.[C:2]([NH2:5])(=[NH:4])[CH3:3].CC(C)([O-])C.[K+].[Cl:12][C:13]1[CH:18]=[CH:17][C:16]([C:19]2([C:23](=O)[CH2:24][C:25](OC)=[O:26])[CH2:22][CH2:21][CH2:20]2)=[CH:15][CH:14]=1.[OH-].[Na+]. The catalyst is CO.O. The product is [Cl:12][C:13]1[CH:14]=[CH:15][C:16]([C:19]2([C:23]3[N:5]=[C:2]([CH3:3])[N:4]=[C:25]([OH:26])[CH:24]=3)[CH2:22][CH2:21][CH2:20]2)=[CH:17][CH:18]=1. The yield is 0.750.